From a dataset of NCI-60 drug combinations with 297,098 pairs across 59 cell lines. Regression. Given two drug SMILES strings and cell line genomic features, predict the synergy score measuring deviation from expected non-interaction effect. Drug 1: CN1C(=O)N2C=NC(=C2N=N1)C(=O)N. Drug 2: CCCCC(=O)OCC(=O)C1(CC(C2=C(C1)C(=C3C(=C2O)C(=O)C4=C(C3=O)C=CC=C4OC)O)OC5CC(C(C(O5)C)O)NC(=O)C(F)(F)F)O. Cell line: CCRF-CEM. Synergy scores: CSS=50.3, Synergy_ZIP=6.11, Synergy_Bliss=4.95, Synergy_Loewe=-27.5, Synergy_HSA=2.81.